This data is from hERG potassium channel inhibition data for cardiac toxicity prediction from Karim et al.. The task is: Regression/Classification. Given a drug SMILES string, predict its toxicity properties. Task type varies by dataset: regression for continuous values (e.g., LD50, hERG inhibition percentage) or binary classification for toxic/non-toxic outcomes (e.g., AMES mutagenicity, cardiotoxicity, hepatotoxicity). Dataset: herg_karim. The molecule is CC1(c2cc(C(F)(F)F)cc(C(F)(F)F)c2)CCN([C@]2(c3ccccc3)CC[C@@H](N3CCN(c4ccccc4)C(=O)C3)CC2)C1=O. The result is 1 (blocker).